Dataset: Forward reaction prediction with 1.9M reactions from USPTO patents (1976-2016). Task: Predict the product of the given reaction. Given the reactants [CH2:1]([O:3][C:4]([C:6]1[C:10]2[N:11]=[CH:12][N:13]=[C:14](Cl)[C:9]=2[NH:8][CH:7]=1)=[O:5])[CH3:2].[CH3:16][O:17][C:18]1[CH:23]=[CH:22][C:21](B2OC(C)(C)C(C)(C)O2)=[C:20]([O:33][CH2:34][CH2:35][O:36][CH3:37])[CH:19]=1, predict the reaction product. The product is: [CH2:1]([O:3][C:4]([C:6]1[C:10]2[N:11]=[CH:12][N:13]=[C:14]([C:21]3[CH:22]=[CH:23][C:18]([O:17][CH3:16])=[CH:19][C:20]=3[O:33][CH2:34][CH2:35][O:36][CH3:37])[C:9]=2[NH:8][CH:7]=1)=[O:5])[CH3:2].